From a dataset of Full USPTO retrosynthesis dataset with 1.9M reactions from patents (1976-2016). Predict the reactants needed to synthesize the given product. (1) Given the product [C:6]1([S:9]([OH:12])(=[O:11])=[O:10])[CH:7]=[CH:8][CH:3]=[CH:4][CH:5]=1, predict the reactants needed to synthesize it. The reactants are: N([C:3]1[CH:8]=[CH:7][C:6]([S:9]([OH:12])(=[O:11])=[O:10])=[CH:5][CH:4]=1)N.Cl. (2) Given the product [CH3:28][C:14]1[N:15]=[C:16]([C:18]2[CH:19]=[CH:20][C:21]([C:24]([F:27])([F:26])[F:25])=[CH:22][CH:23]=2)[S:17][C:13]=1[CH2:12][O:1][C:2]1[CH:3]=[C:4]2[C:8](=[CH:9][CH:10]=1)[NH:7][CH:6]=[CH:5]2, predict the reactants needed to synthesize it. The reactants are: [OH:1][C:2]1[CH:3]=[C:4]2[C:8](=[CH:9][CH:10]=1)[NH:7][CH:6]=[CH:5]2.Cl[CH2:12][C:13]1[S:17][C:16]([C:18]2[CH:23]=[CH:22][C:21]([C:24]([F:27])([F:26])[F:25])=[CH:20][CH:19]=2)=[N:15][C:14]=1[CH3:28].[Cl-].C([O-])([O-])=O.[Cs+].[Cs+].CCOCC. (3) Given the product [Cl:1][C:2]1[N:7]=[C:6]([NH2:8])[N:5]=[C:4]([NH2:9])[C:3]=1[C:12]#[C:11][C:13]1[CH:14]=[N:15][CH:16]=[CH:17][CH:18]=1, predict the reactants needed to synthesize it. The reactants are: [Cl:1][C:2]1[N:7]=[C:6]([NH2:8])[N:5]=[C:4]([NH2:9])[C:3]=1I.[C:11]([C:13]1[CH:14]=[N:15][CH:16]=[CH:17][CH:18]=1)#[CH:12].C(N(CC)CC)C. (4) Given the product [C:1]([C:3]1[CH:4]=[C:5]([CH:9]([CH3:13])[C:10]([NH:54][CH2:53][C:52]2[C:47]([N:42]3[CH2:46][CH2:45][CH2:44][CH2:43]3)=[N:48][C:49]([C:55]([F:58])([F:56])[F:57])=[CH:50][CH:51]=2)=[O:12])[CH:6]=[CH:7][CH:8]=1)#[N:2], predict the reactants needed to synthesize it. The reactants are: [C:1]([C:3]1[CH:4]=[C:5]([CH:9]([CH3:13])[C:10]([OH:12])=O)[CH:6]=[CH:7][CH:8]=1)#[N:2].CN(C)CCCN=C=NCC.ON1C2C=CC=CC=2N=N1.C(N(CC)CC)C.[N:42]1([C:47]2[C:52]([CH2:53][NH2:54])=[CH:51][CH:50]=[C:49]([C:55]([F:58])([F:57])[F:56])[N:48]=2)[CH2:46][CH2:45][CH2:44][CH2:43]1. (5) Given the product [NH2:8][C:6]1[CH:7]=[C:2]([Cl:1])[C:3]([S:14][C:15]2[S:16][C:17]3[CH:23]=[CH:22][C:21]([CH3:24])=[CH:20][C:18]=3[N:19]=2)=[C:4]([C:11](=[O:13])[CH3:12])[CH:5]=1, predict the reactants needed to synthesize it. The reactants are: [Cl:1][C:2]1[C:3]([S:14][C:15]2[S:16][C:17]3[CH:23]=[CH:22][C:21]([CH3:24])=[CH:20][C:18]=3[N:19]=2)=[C:4]([C:11](=[O:13])[CH3:12])[CH:5]=[C:6]([N+:8]([O-])=O)[CH:7]=1.[Cl-].[NH4+]. (6) The reactants are: [CH2:1]([O:8][C:9]1[CH:10]=[CH:11][C:12]([CH:18]=[CH:19][C:20]([O:22][C:23]([CH3:26])([CH3:25])[CH3:24])=[O:21])=[C:13]([CH:17]=1)[C:14](O)=[O:15])[C:2]1[CH:7]=[CH:6][CH:5]=[CH:4][CH:3]=1.C[Si](C)(C)CCO.C(Cl)CCl. Given the product [C:23]([O:22][C:20](=[O:21])[CH:19]=[CH:18][C:12]1[CH:11]=[CH:10][C:9]([O:8][CH2:1][C:2]2[CH:3]=[CH:4][CH:5]=[CH:6][CH:7]=2)=[CH:17][C:13]=1[CH:14]=[O:15])([CH3:26])([CH3:24])[CH3:25], predict the reactants needed to synthesize it. (7) Given the product [C:16]([C:13]1[CH:14]=[C:15]2[C:7]([C:5]([C:4]3[C:3]([F:22])=[C:2]([NH:1][S:25]([N:24]([CH3:29])[CH3:23])(=[O:27])=[O:26])[CH:20]=[CH:19][C:18]=3[F:21])=[O:6])=[CH:8][NH:9][C:10]2=[N:11][CH:12]=1)#[N:17], predict the reactants needed to synthesize it. The reactants are: [NH2:1][C:2]1[C:3]([F:22])=[C:4]([C:18]([F:21])=[CH:19][CH:20]=1)[C:5]([C:7]1[C:15]2[C:10](=[N:11][CH:12]=[C:13]([C:16]#[N:17])[CH:14]=2)[NH:9][CH:8]=1)=[O:6].[CH3:23][N:24]([CH3:29])[S:25](Cl)(=[O:27])=[O:26].